Dataset: Forward reaction prediction with 1.9M reactions from USPTO patents (1976-2016). Task: Predict the product of the given reaction. The product is: [F:30][C:26]1[C:25]([F:31])=[CH:24][CH:23]=[C:22]2[C:27]=1[N:28]=[CH:29][C:20]([NH:1][C:2]1[S:6][N:5]=[C:4]([CH3:7])[C:3]=1[C:8]([NH:10][C:11]1[CH:12]=[N:13][C:14]([O:17][CH3:18])=[CH:15][CH:16]=1)=[O:9])=[N:21]2. Given the reactants [NH2:1][C:2]1[S:6][N:5]=[C:4]([CH3:7])[C:3]=1[C:8]([NH:10][C:11]1[CH:12]=[N:13][C:14]([O:17][CH3:18])=[CH:15][CH:16]=1)=[O:9].Cl[C:20]1[CH:29]=[N:28][C:27]2[C:22](=[CH:23][CH:24]=[C:25]([F:31])[C:26]=2[F:30])[N:21]=1.C(=O)([O-])[O-].[Cs+].[Cs+].CC1(C)C2C(=C(P(C3C=CC=CC=3)C3C=CC=CC=3)C=CC=2)OC2C(P(C3C=CC=CC=3)C3C=CC=CC=3)=CC=CC1=2, predict the reaction product.